Predict the reactants needed to synthesize the given product. From a dataset of Full USPTO retrosynthesis dataset with 1.9M reactions from patents (1976-2016). (1) Given the product [NH2:1][C:2]1[O:3][CH2:4][C:5]2([N:21]=1)[C@@H:18]1[C@H:13]([CH2:14][CH2:15][CH:16]([OH:19])[CH2:17]1)[O:12][C:11]1[C:6]2=[CH:7][C:8]([B:25]2[O:26][C:27]([CH3:29])([CH3:28])[C:23]([CH3:39])([CH3:22])[O:24]2)=[CH:9][CH:10]=1, predict the reactants needed to synthesize it. The reactants are: [NH2:1][C:2]1[O:3][CH2:4][C:5]2([N:21]=1)[C@@H:18]1[C@H:13]([CH2:14][CH2:15][CH:16]([OH:19])[CH2:17]1)[O:12][C:11]1[C:6]2=[CH:7][C:8](Br)=[CH:9][CH:10]=1.[CH3:22][C:23]1([CH3:39])[C:27]([CH3:29])([CH3:28])[O:26][B:25]([B:25]2[O:26][C:27]([CH3:29])([CH3:28])[C:23]([CH3:39])([CH3:22])[O:24]2)[O:24]1.CC([O-])=O.[K+]. (2) Given the product [CH2:12]([NH:10][C:9]1[C:4]([Cl:3])=[N:5][CH:6]=[N:7][C:8]=1[Cl:11])[CH3:13], predict the reactants needed to synthesize it. The reactants are: [H-].[Na+].[Cl:3][C:4]1[C:9]([NH2:10])=[C:8]([Cl:11])[N:7]=[CH:6][N:5]=1.[CH2:12](I)[CH3:13]. (3) The reactants are: [CH3:1][N:2]([CH3:29])[CH2:3][CH2:4][CH2:5][O:6][C:7]1[CH:12]=[CH:11][C:10]([C:13]2[NH:22][C:16]3=[N:17][CH:18]=[C:19]([CH3:21])[CH:20]=[C:15]3[C:14]=2[CH:23]2[CH2:28][CH2:27][CH2:26][NH:25][CH2:24]2)=[CH:9][CH:8]=1.[O:30]=[C:31]1[C:39]2[C:34](=[CH:35][CH:36]=[CH:37][CH:38]=2)[C:33](=[O:40])[N:32]1[CH2:41][CH2:42][S:43](Cl)(=[O:45])=[O:44]. Given the product [CH3:29][N:2]([CH3:1])[CH2:3][CH2:4][CH2:5][O:6][C:7]1[CH:8]=[CH:9][C:10]([C:13]2[NH:22][C:16]3=[N:17][CH:18]=[C:19]([CH3:21])[CH:20]=[C:15]3[C:14]=2[CH:23]2[CH2:28][CH2:27][CH2:26][N:25]([S:43]([CH2:42][CH2:41][N:32]3[C:31](=[O:30])[C:39]4[C:34](=[CH:35][CH:36]=[CH:37][CH:38]=4)[C:33]3=[O:40])(=[O:44])=[O:45])[CH2:24]2)=[CH:11][CH:12]=1, predict the reactants needed to synthesize it. (4) Given the product [CH:1]1([C:4]2[C:13]3[C:12](=[O:14])[CH2:11][CH2:10][C:9]([CH3:15])([CH3:16])[C:8]=3[CH:7]=[C:6]([O:17][S:20]([C:19]([F:39])([F:38])[F:18])(=[O:22])=[O:21])[CH:5]=2)[CH2:3][CH2:2]1, predict the reactants needed to synthesize it. The reactants are: [CH:1]1([C:4]2[CH:5]=[C:6]([OH:17])[CH:7]=[C:8]3[C:13]=2[C:12](=[O:14])[CH2:11][CH2:10][C:9]3([CH3:16])[CH3:15])[CH2:3][CH2:2]1.[F:18][C:19]([F:39])([F:38])[S:20](N(C1C=CC(Cl)=CN=1)[S:20]([C:19]([F:39])([F:38])[F:18])(=[O:22])=[O:21])(=[O:22])=[O:21].C(OCC)(=O)C. (5) Given the product [Cl:41][C:36]1[CH:35]=[C:34]([CH:39]=[CH:38][C:37]=1[Cl:40])[C:33]([NH:32][C:29]1[CH:28]=[N:27][C:26]([O:25][C:22]2[CH:21]=[CH:20][C:19]([CH:18]=[C:13]3[C:14](=[O:15])[O:16][NH:2][C:12]3=[O:11])=[CH:24][CH:23]=2)=[CH:31][CH:30]=1)=[O:42], predict the reactants needed to synthesize it. The reactants are: Cl.[NH2:2]O.C(=O)([O-])[O-].[Na+].[Na+].C[O:11][C:12](=O)[C:13](=[CH:18][C:19]1[CH:24]=[CH:23][C:22]([O:25][C:26]2[CH:31]=[CH:30][C:29]([NH:32][C:33](=[O:42])[C:34]3[CH:39]=[CH:38][C:37]([Cl:40])=[C:36]([Cl:41])[CH:35]=3)=[CH:28][N:27]=2)=[CH:21][CH:20]=1)[C:14]([O:16]C)=[O:15].CO. (6) The reactants are: [Br:1][C:2]1[C:14]([F:15])=[CH:13][C:5]([C:6]([N:8]2[CH2:12][CH2:11][CH2:10][CH2:9]2)=O)=[C:4]([Cl:16])[CH:3]=1.B.C1COCC1. Given the product [Br:1][C:2]1[C:14]([F:15])=[CH:13][C:5]([CH2:6][N:8]2[CH2:12][CH2:11][CH2:10][CH2:9]2)=[C:4]([Cl:16])[CH:3]=1, predict the reactants needed to synthesize it. (7) The reactants are: C1CN([P+](ON2N=NC3C=CC=CC2=3)(N2CCCC2)N2CCCC2)CC1.F[P-](F)(F)(F)(F)F.C(N(CC)CC)C.[F:41][C:42]1[CH:47]=[CH:46][C:45]([C:48]2[N:53]=[N:52][C:51]([N:54]3[CH2:59][CH2:58][CH:57]([NH:60][CH3:61])[CH2:56][CH2:55]3)=[C:50]([CH3:62])[C:49]=2[CH3:63])=[CH:44][CH:43]=1.[CH3:64][O:65][C:66]1[CH:84]=[CH:83][C:69]([CH2:70][N:71]2[CH:75]=[C:74]([C:76](O)=[O:77])[C:73]([C:79]([F:82])([F:81])[F:80])=[N:72]2)=[CH:68][CH:67]=1. Given the product [F:41][C:42]1[CH:47]=[CH:46][C:45]([C:48]2[N:53]=[N:52][C:51]([N:54]3[CH2:59][CH2:58][CH:57]([N:60]([CH3:61])[C:76]([C:74]4[C:73]([C:79]([F:80])([F:81])[F:82])=[N:72][N:71]([CH2:70][C:69]5[CH:68]=[CH:67][C:66]([O:65][CH3:64])=[CH:84][CH:83]=5)[CH:75]=4)=[O:77])[CH2:56][CH2:55]3)=[C:50]([CH3:62])[C:49]=2[CH3:63])=[CH:44][CH:43]=1, predict the reactants needed to synthesize it. (8) Given the product [Cl:17][C:18]1[C:26]([C:27]([F:30])([F:29])[F:28])=[CH:25][CH:24]=[CH:23][C:19]=1[C:20]([N:13]1[CH:14]=[CH:15][C:16]2[N:8]([C:5]3[CH:4]=[CH:3][C:2]([F:1])=[CH:7][N:6]=3)[CH:9]=[N:10][C:11]=2[CH:12]1[CH3:34])=[O:21], predict the reactants needed to synthesize it. The reactants are: [F:1][C:2]1[CH:3]=[CH:4][C:5]([N:8]2[C:16]3[CH:15]=[CH:14][N:13]=[CH:12][C:11]=3[N:10]=[CH:9]2)=[N:6][CH:7]=1.[Cl:17][C:18]1[C:26]([C:27]([F:30])([F:29])[F:28])=[CH:25][CH:24]=[CH:23][C:19]=1[C:20](Cl)=[O:21].C[Mg+].[Br-].[CH3:34]COCC.